Task: Predict the reaction yield, written as a fraction of the theoretical maximum amount of product (1.0 means a 100% yield; for example, 0.34 means a 34% yield).. Dataset: Reaction yield outcomes from USPTO patents with 853,638 reactions (1) The reactants are [F:1][C:2]1[C:3]([NH:23][C:24]2[CH:29]=[CH:28][C:27](I)=[CH:26][C:25]=2[F:31])=[C:4]([C:9]2[O:13][C:12]([NH:14][CH2:15][CH2:16][N:17]3[CH2:22][CH2:21][O:20][CH2:19][CH2:18]3)=[N:11][N:10]=2)[CH:5]=[CH:6][C:7]=1[F:8].[CH3:32][Si:33]([C:36]#[CH:37])([CH3:35])[CH3:34]. The catalyst is O1CC(CCN)C(CCN)C1CCN.C(OCC)(=O)C.Cl[Pd](Cl)([P](C1C=CC=CC=1)(C1C=CC=CC=1)C1C=CC=CC=1)[P](C1C=CC=CC=1)(C1C=CC=CC=1)C1C=CC=CC=1.[Cu](I)I. The product is [F:1][C:2]1[C:3]([NH:23][C:24]2[CH:29]=[CH:28][C:27]([C:37]#[C:36][Si:33]([CH3:35])([CH3:34])[CH3:32])=[CH:26][C:25]=2[F:31])=[C:4]([C:9]2[O:13][C:12]([NH:14][CH2:15][CH2:16][N:17]3[CH2:22][CH2:21][O:20][CH2:19][CH2:18]3)=[N:11][N:10]=2)[CH:5]=[CH:6][C:7]=1[F:8]. The yield is 0.820. (2) The reactants are [N+:1]([C:4]1[CH:24]=[CH:23][C:7]2[C:8]3[CH:18]=[CH:17][C:16]([S:19]([O-])(=[O:21])=[O:20])=[CH:15][C:9]=3[S+:10](C(F)(F)F)[C:6]=2[CH:5]=1)([O-:3])=[O:2].S(Cl)([Cl:27])=O. The catalyst is CN(C=O)C. The product is [N+:1]([C:4]1[CH:24]=[CH:23][C:7]2[C:8]3[CH:18]=[CH:17][C:16]([S:19]([Cl:27])(=[O:21])=[O:20])=[CH:15][C:9]=3[S:10][C:6]=2[CH:5]=1)([O-:3])=[O:2]. The yield is 1.00. (3) The reactants are CCCC[N+](CCCC)(CCCC)CCCC.[F-].[Br:19][C:20]1[CH:27]=[CH:26][C:23]([CH:24]=[O:25])=[C:22]([F:28])[CH:21]=1.[Si]([C:33]([F:36])([F:35])[F:34])(C)(C)C.Cl. The catalyst is C1COCC1. The product is [Br:19][C:20]1[CH:27]=[CH:26][C:23]([CH:24]([OH:25])[C:33]([F:36])([F:35])[F:34])=[C:22]([F:28])[CH:21]=1. The yield is 0.900. (4) The product is [C:1]([C:5]1[C:6]([O:13][CH2:21][CH2:22][CH3:23])=[C:7]([CH:10]=[CH:11][CH:12]=1)[CH:8]=[O:9])([CH3:4])([CH3:2])[CH3:3]. The catalyst is CN(C=O)C.O. The reactants are [C:1]([C:5]1[C:6]([OH:13])=[C:7]([CH:10]=[CH:11][CH:12]=1)[CH:8]=[O:9])([CH3:4])([CH3:3])[CH3:2].C([O-])([O-])=O.[K+].[K+].I[CH2:21][CH2:22][CH3:23]. The yield is 0.990.